From a dataset of Catalyst prediction with 721,799 reactions and 888 catalyst types from USPTO. Predict which catalyst facilitates the given reaction. Reactant: [Cl:1][C:2]1[C:3]([C:20]2[C:25]([CH3:26])=[CH:24][C:23]([CH3:27])=[CH:22][N:21]=2)=[CH:4][C:5]([N:8]2[CH2:13][CH2:12][N:11]3[CH:14]=[C:15]([C:17](O)=[O:18])[N:16]=[C:10]3[CH2:9]2)=[N:6][CH:7]=1.CN(C(ON1N=NC2[CH:39]=[CH:40][CH:41]=[N:42][C:37]1=2)=[N+](C)C)C.F[P-](F)(F)(F)(F)F.CCN(C(C)C)C(C)C.N1CCCC1. Product: [Cl:1][C:2]1[C:3]([C:20]2[C:25]([CH3:26])=[CH:24][C:23]([CH3:27])=[CH:22][N:21]=2)=[CH:4][C:5]([N:8]2[CH2:13][CH2:12][N:11]3[CH:14]=[C:15]([C:17]([N:42]4[CH2:41][CH2:40][CH2:39][CH2:37]4)=[O:18])[N:16]=[C:10]3[CH2:9]2)=[N:6][CH:7]=1. The catalyst class is: 31.